Dataset: Reaction yield outcomes from USPTO patents with 853,638 reactions. Task: Predict the reaction yield, written as a fraction of the theoretical maximum amount of product (1.0 means a 100% yield; for example, 0.34 means a 34% yield). (1) The reactants are [C:1]([N:11]1[CH2:16][CH2:15][N:14]([C:17]2[C:22]([Cl:23])=[C:21]([Cl:24])[CH:20]=[CH:19][C:18]=2[N+:25]([O-])=O)[CH:13]([C:28]([OH:30])=O)[CH2:12]1)([O:3][CH2:4][C:5]1[CH:10]=[CH:9][CH:8]=[CH:7][CH:6]=1)=[O:2]. The catalyst is [Fe]. The product is [C:1]([N:11]1[CH2:16][CH2:15][N:14]2[C:17]3[C:18]([NH:25][C:28](=[O:30])[CH:13]2[CH2:12]1)=[CH:19][CH:20]=[C:21]([Cl:24])[C:22]=3[Cl:23])([O:3][CH2:4][C:5]1[CH:6]=[CH:7][CH:8]=[CH:9][CH:10]=1)=[O:2]. The yield is 0.490. (2) The reactants are [H-].[Al+3].[Li+].[H-].[H-].[H-].[CH3:7][O:8][C:9]1[CH:14]=[CH:13][C:12]([CH2:15][CH2:16][CH2:17][CH2:18][N:19]=[N+]=[N-])=[CH:11][CH:10]=1.O. The catalyst is C1COCC1. The product is [CH3:7][O:8][C:9]1[CH:14]=[CH:13][C:12]([CH2:15][CH2:16][CH2:17][CH2:18][NH2:19])=[CH:11][CH:10]=1. The yield is 0.940. (3) The reactants are [F:1][C:2]1[C:3]([O:20][CH3:21])=[C:4]([C:8]([CH3:19])([CH3:18])[CH2:9][C:10]([OH:17])([C:13]([F:16])([F:15])[F:14])[CH:11]=O)[CH:5]=[CH:6][CH:7]=1.[CH3:22][C:23]1[C:24]([NH2:32])=[C:25]2[C:29](=[CH:30][CH:31]=1)[NH:28][N:27]=[CH:26]2.C1(C)C(C)=CC=CC=1.[Cl-].[Na+]. The catalyst is C(OCC)(=O)C. The product is [F:16][C:13]([F:14])([F:15])[C:10]([CH:11]=[N:32][C:24]1[C:23]([CH3:22])=[CH:31][CH:30]=[C:29]2[C:25]=1[CH:26]=[N:27][NH:28]2)([OH:17])[CH2:9][C:8]([C:4]1[CH:5]=[CH:6][CH:7]=[C:2]([F:1])[C:3]=1[O:20][CH3:21])([CH3:19])[CH3:18]. The yield is 0.790. (4) The reactants are [CH2:1]([N:3]1[CH:7]=[C:6]([C:8]2[CH:13]=[CH:12][N:11]=[C:10]3[NH:14][CH:15]=[CH:16][C:9]=23)[C:5]([C:17]2[CH:23]=[CH:22][C:20]([NH2:21])=[CH:19][CH:18]=2)=[N:4]1)[CH3:2].C(N(CC)CC)C.Cl[C:32](OC1C=CC([N+]([O-])=O)=CC=1)=[O:33].[C:44]1([C:51]2[CH:56]=[CH:55][CH:54]=[CH:53][CH:52]=2)[CH:49]=[CH:48][CH:47]=[C:46]([NH2:50])[CH:45]=1. The catalyst is O1CCCC1.O. The product is [C:44]1([C:51]2[CH:52]=[CH:53][CH:54]=[CH:55][CH:56]=2)[CH:49]=[CH:48][CH:47]=[C:46]([NH:50][C:32]([NH:21][C:20]2[CH:22]=[CH:23][C:17]([C:5]3[C:6]([C:8]4[CH:13]=[CH:12][N:11]=[C:10]5[NH:14][CH:15]=[CH:16][C:9]=45)=[CH:7][N:3]([CH2:1][CH3:2])[N:4]=3)=[CH:18][CH:19]=2)=[O:33])[CH:45]=1. The yield is 0.450. (5) The reactants are C(OC(=O)[NH:7][CH:8]1[CH2:13][CH2:12][N:11]([CH2:14][C:15]2[CH:20]=[C:19]([O:21][CH:22]([CH3:24])[CH3:23])[CH:18]=[C:17]([O:25][CH:26]([CH3:28])[CH3:27])[CH:16]=2)[CH2:10][CH2:9]1)(C)(C)C. The catalyst is Cl. The product is [CH:22]([O:21][C:19]1[CH:20]=[C:15]([CH:16]=[C:17]([O:25][CH:26]([CH3:28])[CH3:27])[CH:18]=1)[CH2:14][N:11]1[CH2:12][CH2:13][CH:8]([NH2:7])[CH2:9][CH2:10]1)([CH3:24])[CH3:23]. The yield is 0.320. (6) The reactants are Br[C:2]1[CH:7]=[CH:6][C:5]([NH:8][C:9]([C:11]2[NH:12][CH:13]=[C:14]([C:16]#[N:17])[N:15]=2)=[O:10])=[C:4]([C:18]2[CH2:23][CH2:22][C:21]([CH3:25])([CH3:24])[CH2:20][CH:19]=2)[CH:3]=1.C([Mg]Cl)(C)C.C([Li])(C)(C)C.[CH3:36][C:37]([CH3:39])=[O:38].[NH4+].[Cl-]. The catalyst is C1COCC1.CCOC(C)=O. The product is [CH3:24][C:21]1([CH3:25])[CH2:22][CH2:23][C:18]([C:4]2[CH:3]=[C:2]([C:37]([OH:38])([CH3:39])[CH3:36])[CH:7]=[CH:6][C:5]=2[NH:8][C:9]([C:11]2[NH:12][CH:13]=[C:14]([C:16]#[N:17])[N:15]=2)=[O:10])=[CH:19][CH2:20]1. The yield is 0.530.